From a dataset of Reaction yield outcomes from USPTO patents with 853,638 reactions. Predict the reaction yield, written as a fraction of the theoretical maximum amount of product (1.0 means a 100% yield; for example, 0.34 means a 34% yield). (1) The reactants are N[C@H:2]1[CH2:7][C@@H:6]([NH:8][C:9](=[O:17])[O:10][CH2:11][CH2:12][Si:13]([CH3:16])([CH3:15])[CH3:14])[C@@H:5]([N:18]2[CH2:22][CH2:21][C@H:20]([NH:23][C:24]([O:26][CH2:27][C:28]3[CH:33]=[CH:32][CH:31]=[CH:30][CH:29]=3)=[O:25])[C:19]2=[O:34])[CH2:4][CH2:3]1.C(C1C(=O)C(=[O:49])C=C(C(C)(C)C)C=1)(C)(C)C.C1COCC1.C(O)(=O)C(O)=O. The catalyst is CO.O. The product is [CH2:27]([O:26][C:24]([NH:23][C@H:20]1[CH2:21][CH2:22][N:18]([C@H:5]2[CH2:4][CH2:3][C:2](=[O:49])[CH2:7][C@H:6]2[NH:8][C:9](=[O:17])[O:10][CH2:11][CH2:12][Si:13]([CH3:14])([CH3:16])[CH3:15])[C:19]1=[O:34])=[O:25])[C:28]1[CH:29]=[CH:30][CH:31]=[CH:32][CH:33]=1. The yield is 0.535. (2) The reactants are [F:1][C:2]1[CH:3]=[C:4]([N:15]2[C@@H:19]([C:20]3[C:21]([F:34])=[CH:22][C:23]4[N:27]=[C:26]([C@@H:28]5[CH2:32][CH2:31][CH2:30][NH:29]5)[NH:25][C:24]=4[CH:33]=3)[CH2:18][CH2:17][C@@H:16]2[C:35]2[C:36]([F:49])=[CH:37][C:38]3[N:42]=[C:41]([C@@H:43]4[CH2:47][CH2:46][CH2:45][NH:44]4)[NH:40][C:39]=3[CH:48]=2)[CH:5]=[C:6]([F:14])[C:7]=1[N:8]1[CH2:13][CH2:12][CH2:11][CH2:10][CH2:9]1.[CH3:50][O:51][C:52]([NH:54][C@@H:55]([CH:59]([CH3:61])[CH3:60])[C:56](O)=[O:57])=[O:53].C(Cl)CCl.[CH:66]1[CH:67]=CC2N(O)N=NC=2[CH:71]=1.C[N:77]1[CH2:82][CH2:81][O:80]CC1.C[CH2:84][O:85][C:86](C)=[O:87]. The catalyst is CN(C=O)C. The product is [F:14][C:6]1[CH:5]=[C:4]([N:15]2[C@@H:19]([C:20]3[C:21]([F:34])=[CH:22][C:23]4[NH:27][C:26]([C@@H:28]5[CH2:32][CH2:31][CH2:30][N:29]5[C:81](=[O:80])[C@@H:82]([NH:77][C:86]([O:85][CH3:84])=[O:87])[CH:66]([CH3:67])[CH3:71])=[N:25][C:24]=4[CH:33]=3)[CH2:18][CH2:17][C@@H:16]2[C:35]2[C:36]([F:49])=[CH:37][C:38]3[NH:42][C:41]([C@@H:43]4[CH2:47][CH2:46][CH2:45][N:44]4[C:56](=[O:57])[C@@H:55]([NH:54][C:52](=[O:53])[O:51][CH3:50])[CH:59]([CH3:61])[CH3:60])=[N:40][C:39]=3[CH:48]=2)[CH:3]=[C:2]([F:1])[C:7]=1[N:8]1[CH2:13][CH2:12][CH2:11][CH2:10][CH2:9]1. The yield is 0.461.